Dataset: Forward reaction prediction with 1.9M reactions from USPTO patents (1976-2016). Task: Predict the product of the given reaction. Given the reactants Cl[C:2]1[C:11]([O:12][CH3:13])=[N:10][C:9]2[C:4](=[CH:5][CH:6]=[C:7]([O:14][CH3:15])[CH:8]=2)[N:3]=1.[CH3:16][O:17][C:18]1[CH:25]=[C:24]([O:26][CH3:27])[CH:23]=[CH:22][C:19]=1[CH2:20][NH2:21].O, predict the reaction product. The product is: [CH3:13][O:12][C:11]1[C:2]([NH:21][CH2:20][C:19]2[CH:22]=[CH:23][C:24]([O:26][CH3:27])=[CH:25][C:18]=2[O:17][CH3:16])=[N:3][C:4]2[C:9]([N:10]=1)=[CH:8][C:7]([O:14][CH3:15])=[CH:6][CH:5]=2.